Dataset: Forward reaction prediction with 1.9M reactions from USPTO patents (1976-2016). Task: Predict the product of the given reaction. (1) Given the reactants [Si:1]([O:18][CH2:19][CH2:20][C@H:21]([O:23][C:24]1[CH:29]=[CH:28][CH:27]=[CH:26][C:25]=1[C:30]1[CH:35]=[CH:34][C:33]([C:36](O)=[O:37])=[C:32]([F:39])[CH:31]=1)[CH3:22])([C:14]([CH3:17])([CH3:16])[CH3:15])([C:8]1[CH:13]=[CH:12][CH:11]=[CH:10][CH:9]=1)[C:2]1[CH:7]=[CH:6][CH:5]=[CH:4][CH:3]=1.FC(F)(F)C(O)=O.[Cl:47][C:48]1[CH:57]=[C:56]2[C:51]([CH2:52][C:53]([CH3:66])([CH3:65])[C:54](=[O:64])[N:55]2[CH:58]2[CH2:63][CH2:62][NH:61][CH2:60][CH2:59]2)=[N:50][CH:49]=1.C(N(C(C)C)CC)(C)C.F[P-](F)(F)(F)(F)F.N1(OC(N(C)C)=[N+](C)C)C2C=CC=CC=2N=N1, predict the reaction product. The product is: [Si:1]([O:18][CH2:19][CH2:20][C@H:21]([O:23][C:24]1[CH:29]=[CH:28][CH:27]=[CH:26][C:25]=1[C:30]1[CH:35]=[CH:34][C:33]([C:36]([N:61]2[CH2:60][CH2:59][CH:58]([N:55]3[C:56]4[C:51](=[N:50][CH:49]=[C:48]([Cl:47])[CH:57]=4)[CH2:52][C:53]([CH3:65])([CH3:66])[C:54]3=[O:64])[CH2:63][CH2:62]2)=[O:37])=[C:32]([F:39])[CH:31]=1)[CH3:22])([C:14]([CH3:15])([CH3:16])[CH3:17])([C:2]1[CH:3]=[CH:4][CH:5]=[CH:6][CH:7]=1)[C:8]1[CH:9]=[CH:10][CH:11]=[CH:12][CH:13]=1. (2) Given the reactants C([O:4][C:5]1[CH:10]=[CH:9][CH:8]=[CH:7][C:6]=1[C:11]1[O:12][C:13](=[O:31])/[C:14](=[CH:16]/[C:17]2[CH:22]=[CH:21][C:20]([O:23][C:24]3[CH:29]=[CH:28][CH:27]=[CH:26][C:25]=3[Br:30])=[CH:19][CH:18]=2)/[N:15]=1)(=O)C.Cl.[CH2:33]([O:35][C:36](=[O:39])[CH2:37][NH2:38])[CH3:34], predict the reaction product. The product is: [Br:30][C:25]1[CH:26]=[CH:27][CH:28]=[CH:29][C:24]=1[O:23][C:20]1[CH:21]=[CH:22][C:17](/[CH:16]=[C:14](\[NH:15][C:11](=[O:12])[C:6]2[CH:7]=[CH:8][CH:9]=[CH:10][C:5]=2[OH:4])/[C:13]([NH:38][CH2:37][C:36]([O:35][CH2:33][CH3:34])=[O:39])=[O:31])=[CH:18][CH:19]=1.